From a dataset of Full USPTO retrosynthesis dataset with 1.9M reactions from patents (1976-2016). Predict the reactants needed to synthesize the given product. (1) The reactants are: [CH:1]([C:3]1[CH:4]=[C:5]([CH2:9][N:10]([CH3:18])[C:11](=[O:17])[O:12][C:13]([CH3:16])([CH3:15])[CH3:14])[CH:6]=[N:7][CH:8]=1)=[O:2].[CH3:19][Mg+].[Br-]. Given the product [OH:2][CH:1]([C:3]1[CH:4]=[C:5]([CH2:9][N:10]([CH3:18])[C:11](=[O:17])[O:12][C:13]([CH3:14])([CH3:15])[CH3:16])[CH:6]=[N:7][CH:8]=1)[CH3:19], predict the reactants needed to synthesize it. (2) Given the product [F:13][C:14]1[CH:42]=[CH:41][CH:40]=[CH:39][C:15]=1[CH2:16][N:17]1[C:21]2=[N:22][CH:23]=[CH:24][CH:25]=[C:20]2[C:19]([C:26]2[N:27]=[C:28]([O:38][CH2:9][C:8]([F:12])([F:11])[F:7])[C:29]3[C:34]([CH3:36])([CH3:35])[C:33](=[O:37])[NH:32][C:30]=3[N:31]=2)=[N:18]1, predict the reactants needed to synthesize it. The reactants are: C(=O)([O-])[O-].[Cs+].[Cs+].[F:7][C:8]([F:12])([F:11])[CH2:9]I.[F:13][C:14]1[CH:42]=[CH:41][CH:40]=[CH:39][C:15]=1[CH2:16][N:17]1[C:21]2=[N:22][CH:23]=[CH:24][CH:25]=[C:20]2[C:19]([C:26]2[N:27]=[C:28]([OH:38])[C:29]3[C:34]([CH3:36])([CH3:35])[C:33](=[O:37])[NH:32][C:30]=3[N:31]=2)=[N:18]1.